From a dataset of Catalyst prediction with 721,799 reactions and 888 catalyst types from USPTO. Predict which catalyst facilitates the given reaction. (1) Reactant: [Cl:1][C:2]1[CH:7]=[CH:6][C:5]([CH2:8][NH:9][C:10](=[O:27])[C:11]2[C:16]([C:17]([CH3:19])=[CH2:18])=[CH:15][C:14]([N:20]3[CH2:25][CH2:24][O:23][CH2:22][CH2:21]3)=[CH:13][C:12]=2[F:26])=[CH:4][CH:3]=1. Product: [Cl:1][C:2]1[CH:7]=[CH:6][C:5]([CH2:8][NH:9][C:10](=[O:27])[C:11]2[C:16]([CH:17]([CH3:19])[CH3:18])=[CH:15][C:14]([N:20]3[CH2:21][CH2:22][O:23][CH2:24][CH2:25]3)=[CH:13][C:12]=2[F:26])=[CH:4][CH:3]=1. The catalyst class is: 5. (2) Reactant: [C:1]([O:9][C@@H:10]1[CH2:18][C@@H:13]2[O:14][C:15](=[O:17])[CH2:16][C@@H:12]2[C@H:11]1/[CH:19]=[CH:20]/[C:21](=[O:27])[CH2:22][CH2:23][CH2:24][CH2:25][CH3:26])(=[O:8])[C:2]1[CH:7]=[CH:6][CH:5]=[CH:4][CH:3]=1.[CH3:28][Mg]Br. The catalyst class is: 220. Product: [C:1]([O:9][C@@H:10]1[CH2:18][C@@H:13]2[O:14][C:15](=[O:17])[CH2:16][C@@H:12]2[C@H:11]1/[CH:19]=[CH:20]/[C:21]([OH:27])([CH3:28])[CH2:22][CH2:23][CH2:24][CH2:25][CH3:26])(=[O:8])[C:2]1[CH:7]=[CH:6][CH:5]=[CH:4][CH:3]=1. (3) Reactant: [NH:1]1[CH2:4][CH:3]([O:5][C:6]2[CH:7]=[C:8]([C:12]3[C:21]4[CH2:20][CH2:19][CH2:18][CH2:17][C:16]=4[N:15]=[C:14]([O:22][CH2:23][C:24]4[CH:29]=[CH:28][CH:27]=[CH:26][N:25]=4)[CH:13]=3)[CH:9]=[N:10][CH:11]=2)[CH2:2]1.[C:30](=O)([O-])[O-].[Cs+].[Cs+].CI. Product: [CH3:30][N:1]1[CH2:4][CH:3]([O:5][C:6]2[CH:7]=[C:8]([C:12]3[C:21]4[CH2:20][CH2:19][CH2:18][CH2:17][C:16]=4[N:15]=[C:14]([O:22][CH2:23][C:24]4[CH:29]=[CH:28][CH:27]=[CH:26][N:25]=4)[CH:13]=3)[CH:9]=[N:10][CH:11]=2)[CH2:2]1. The catalyst class is: 1. (4) Reactant: N(C(OC(C)C)=O)=NC(OC(C)C)=O.[OH:15][C:16]1[CH:23]=[CH:22][C:19]([CH:20]=[O:21])=[CH:18][CH:17]=1.C1(P(C2C=CC=CC=2)C2C=CC=CC=2)C=CC=CC=1.[Br:43][C:44]1[C:45]([CH3:52])=[C:46]([CH2:50]O)[CH:47]=[CH:48][CH:49]=1. Product: [Br:43][C:44]1[C:45]([CH3:52])=[C:46]([CH:47]=[CH:48][CH:49]=1)[CH2:50][O:15][C:16]1[CH:23]=[CH:22][C:19]([CH:20]=[O:21])=[CH:18][CH:17]=1. The catalyst class is: 1.